This data is from Full USPTO retrosynthesis dataset with 1.9M reactions from patents (1976-2016). The task is: Predict the reactants needed to synthesize the given product. (1) The reactants are: Cl.[F:2][C:3]1[CH:8]=[CH:7][C:6]([NH:9][NH2:10])=[CH:5][CH:4]=1.O.O=[C:13]([CH3:16])[CH:14]=[O:15]. Given the product [F:2][C:3]1[CH:8]=[CH:7][C:6]([NH:9]/[N:10]=[C:13](\[CH3:16])/[CH:14]=[O:15])=[CH:5][CH:4]=1, predict the reactants needed to synthesize it. (2) Given the product [C:41]([O:8][C:9]([C@@H:11]1[CH2:15][C@H:14]([C:16](=[O:18])[CH3:17])[C@H:13]([C:19]2[CH:24]=[CH:23][C:22]([O:25][CH3:26])=[C:21]([O:27][CH2:28][CH2:29][CH2:30][O:31][CH3:32])[CH:20]=2)[N:12]1[C:33]([O:35][C:36]([CH3:39])([CH3:38])[CH3:37])=[O:34])=[O:10])([CH3:46])([CH3:42])[CH3:40], predict the reactants needed to synthesize it. The reactants are: C([O:8][C:9]([C@@H:11]1[CH2:15][C@H:14]([C:16](=[O:18])[CH3:17])[C@H:13]([C:19]2[CH:24]=[CH:23][C:22]([O:25][CH3:26])=[C:21]([O:27][CH2:28][CH2:29][CH2:30][O:31][CH3:32])[CH:20]=2)[N:12]1[C:33]([O:35][C:36]([CH3:39])([CH3:38])[CH3:37])=[O:34])=[O:10])C1C=CC=CC=1.[CH2:40](OC(C1CC(C(=O)C)[CH:40]([C:41]2[CH:46]=CC(OC)=C(OCCCOC)[CH:42]=2)N1)=O)[C:41]1[CH:46]=CC=C[CH:42]=1. (3) Given the product [NH2:17][C:4]1[N:3]=[C:2]([C:23]2[CH:24]=[C:25]([F:26])[C:20]([C:18]#[N:19])=[C:21]([F:30])[CH:22]=2)[CH:7]=[C:6]([N:8]2[CH2:13][CH2:12][O:11][CH2:10][C@H:9]2[CH:14]([CH3:16])[CH3:15])[N:5]=1, predict the reactants needed to synthesize it. The reactants are: Cl[C:2]1[CH:7]=[C:6]([N:8]2[CH2:13][CH2:12][O:11][CH2:10][C@H:9]2[CH:14]([CH3:16])[CH3:15])[N:5]=[C:4]([NH2:17])[N:3]=1.[C:18]([C:20]1[C:25]([F:26])=[CH:24][C:23](B(O)O)=[CH:22][C:21]=1[F:30])#[N:19].C1(P(C2CCCCC2)C2CCCCC2)CCCCC1.[O-]P([O-])([O-])=O.[K+].[K+].[K+]. (4) Given the product [Cl:32][C:26]1[CH:27]=[C:28]([F:31])[CH:29]=[CH:30][C:25]=1[CH2:24][O:23][C:18]1[CH:19]=[CH:20][CH:21]=[CH:22][C:17]=1[C:12]1[N:11]([C:7]2[CH:6]=[C:5]([CH:10]=[CH:9][CH:8]=2)[C:4]([OH:33])=[O:3])[C:15]([CH3:16])=[CH:14][CH:13]=1, predict the reactants needed to synthesize it. The reactants are: C([O:3][C:4](=[O:33])[C:5]1[CH:10]=[CH:9][CH:8]=[C:7]([N:11]2[C:15]([CH3:16])=[CH:14][CH:13]=[C:12]2[C:17]2[CH:22]=[CH:21][CH:20]=[CH:19][C:18]=2[O:23][CH2:24][C:25]2[CH:30]=[CH:29][C:28]([F:31])=[CH:27][C:26]=2[Cl:32])[CH:6]=1)C.[OH-].[Na+]. (5) Given the product [Cl:1][C:2]1[CH:3]=[C:4]([N:9]2[CH2:14][CH2:13][N:12]([CH2:26][CH2:27][CH:28]=[C:29]3[C:35]4[CH:36]=[CH:37][CH:38]=[N:39][C:34]=4[CH2:33][O:32][C:31]4[CH:40]=[CH:41][C:42]([C:44]([OH:47])([CH3:46])[CH3:45])=[CH:43][C:30]3=4)[CH2:11][CH2:10]2)[CH:5]=[CH:6][C:7]=1[Cl:8], predict the reactants needed to synthesize it. The reactants are: [Cl:1][C:2]1[CH:3]=[C:4]([N:9]2[CH2:14][CH2:13][NH:12][CH2:11][CH2:10]2)[CH:5]=[CH:6][C:7]=1[Cl:8].N1C(C)=CC=CC=1C.[I-].[K+].Br[CH2:26][CH2:27][CH:28]=[C:29]1[C:35]2[CH:36]=[CH:37][CH:38]=[N:39][C:34]=2[CH2:33][O:32][C:31]2[CH:40]=[CH:41][C:42]([C:44]([OH:47])([CH3:46])[CH3:45])=[CH:43][C:30]1=2.